This data is from Forward reaction prediction with 1.9M reactions from USPTO patents (1976-2016). The task is: Predict the product of the given reaction. (1) Given the reactants [CH2:1]([O:3][C:4]([N:6]1[CH:11]2[CH2:12][CH2:13][CH:7]1[CH2:8][CH:9]([C:14]1[N:19]3[N:20]=[C:21]([C:24]4[CH:29]=[CH:28][N:27]=[CH:26][CH:25]=4)[C:22](I)=[C:18]3[N:17]=[CH:16][CH:15]=1)[CH2:10]2)=[O:5])[CH3:2].CC1(C)C(C)(C)OB([C:38]2[CH:46]=[CH:45][CH:44]=[C:43]3[C:39]=2[CH:40]=[CH:41][NH:42]3)O1, predict the reaction product. The product is: [NH:42]1[C:43]2[C:39](=[C:38]([C:22]3[C:21]([C:24]4[CH:29]=[CH:28][N:27]=[CH:26][CH:25]=4)=[N:20][N:19]4[C:14]([CH:9]5[CH2:8][CH:7]6[N:6]([C:4]([O:3][CH2:1][CH3:2])=[O:5])[CH:11]([CH2:12][CH2:13]6)[CH2:10]5)=[CH:15][CH:16]=[N:17][C:18]=34)[CH:46]=[CH:45][CH:44]=2)[CH:40]=[CH:41]1. (2) Given the reactants [CH2:1]([O:8][C:9]1[CH:10]=[CH:11][C:12]([C@@H:20]([O:55][Si:56]([C:59]([CH3:62])([CH3:61])[CH3:60])([CH3:58])[CH3:57])[CH2:21][N:22]([C:48]([O:50][C:51]([CH3:54])([CH3:53])[CH3:52])=[O:49])[CH2:23][CH2:24][CH2:25][CH2:26][C:27]([NH:29][C:30]2[CH:31]=[C:32]([C:36]([OH:47])([C:41]3[CH:46]=[CH:45][CH:44]=[CH:43][CH:42]=3)[C:37]([O:39]C)=[O:38])[CH:33]=[CH:34][CH:35]=2)=[O:28])=[C:13]2[C:18]=1[NH:17][C:16](=[O:19])[CH:15]=[CH:14]2)[C:2]1[CH:7]=[CH:6][CH:5]=[CH:4][CH:3]=1.[Li+].[OH-].Cl, predict the reaction product. The product is: [CH2:1]([O:8][C:9]1[CH:10]=[CH:11][C:12]([C@@H:20]([O:55][Si:56]([C:59]([CH3:62])([CH3:61])[CH3:60])([CH3:58])[CH3:57])[CH2:21][N:22]([C:48]([O:50][C:51]([CH3:54])([CH3:53])[CH3:52])=[O:49])[CH2:23][CH2:24][CH2:25][CH2:26][C:27]([NH:29][C:30]2[CH:31]=[C:32]([C:36]([OH:47])([C:41]3[CH:42]=[CH:43][CH:44]=[CH:45][CH:46]=3)[C:37]([OH:39])=[O:38])[CH:33]=[CH:34][CH:35]=2)=[O:28])=[C:13]2[C:18]=1[NH:17][C:16](=[O:19])[CH:15]=[CH:14]2)[C:2]1[CH:7]=[CH:6][CH:5]=[CH:4][CH:3]=1. (3) Given the reactants C(Cl)Cl.[F:4][C:5]1[CH:35]=[CH:34][C:8]([CH2:9][NH:10][C:11]2[C:20]3[N:19]([CH3:21])[CH2:18][CH2:17][N:16]([CH3:22])[C:15]=3[C:14]3=[N:23][N:24]=[C:25]([C:26]4[CH:31]=[CH:30][C:29]([O:32]C)=[CH:28][CH:27]=4)[N:13]3[N:12]=2)=[CH:7][CH:6]=1, predict the reaction product. The product is: [F:4][C:5]1[CH:6]=[CH:7][C:8]([CH2:9][NH:10][C:11]2[C:20]3[N:19]([CH3:21])[CH2:18][CH2:17][N:16]([CH3:22])[C:15]=3[C:14]3=[N:23][N:24]=[C:25]([C:26]4[CH:31]=[CH:30][C:29]([OH:32])=[CH:28][CH:27]=4)[N:13]3[N:12]=2)=[CH:34][CH:35]=1. (4) Given the reactants [Br:1][C:2]1[CH:3]=[C:4]2[C:9](=[CH:10][CH:11]=1)[C:8](=[O:12])[NH:7][C:6](=[O:13])/[C:5]/2=[CH:14]\NC1C=NC(C2C[C@H](C)N[C@H](C)C2)=C(C)C=1.BrC1C=C2C(=CC=1)[C:38](=[O:42])NC(=O)C2=CNC1C=CC(N2CC(C)NC(C)C2)=CC=1, predict the reaction product. The product is: [Br:1][C:2]1[CH:3]=[C:4]2[C:9](=[CH:10][CH:11]=1)[C:8](=[O:12])[NH:7][C:6](=[O:13])/[C:5]/2=[CH:14]/[O:42][CH3:38].